From a dataset of Full USPTO retrosynthesis dataset with 1.9M reactions from patents (1976-2016). Predict the reactants needed to synthesize the given product. (1) Given the product [OH:12][CH2:11][C:9]1[CH:8]=[CH:7][C:5]2[NH:6][C:2](=[O:1])[O:3][C:4]=2[CH:10]=1, predict the reactants needed to synthesize it. The reactants are: [O:1]=[C:2]1[NH:6][C:5]2[CH:7]=[CH:8][C:9]([C:11](OC)=[O:12])=[CH:10][C:4]=2[O:3]1.[H-].[Al+3].[Li+].[H-].[H-].[H-].O.[OH-].[Na+]. (2) Given the product [N:1]1[CH:6]=[CH:5][C:4]([NH:7][C:8]([C:10]2[C:15]([NH2:16])=[N:14][CH:13]=[C:12]([C:26]3[S:30][C:29]([CH2:31][N:32]4[CH2:37][CH2:36][CH2:35][CH2:34][CH2:33]4)=[CH:28][CH:27]=3)[N:11]=2)=[O:9])=[CH:3][CH:2]=1, predict the reactants needed to synthesize it. The reactants are: [N:1]1[CH:6]=[CH:5][C:4]([NH:7][C:8]([C:10]2[C:15]([NH2:16])=[N:14][CH:13]=[C:12](Br)[N:11]=2)=[O:9])=[CH:3][CH:2]=1.CC1(C)C(C)(C)OB([C:26]2[S:30][C:29]([CH2:31][N:32]3[CH2:37][CH2:36][CH2:35][CH2:34][CH2:33]3)=[CH:28][CH:27]=2)O1. (3) The reactants are: [Si:1]([O:8][CH2:9][C@@H:10]([NH:14][C:15]1[C:24]2[C:19](=[CH:20][CH:21]=[CH:22][CH:23]=2)[N:18]=[CH:17][C:16]=1[N+:25]([O-])=O)[CH:11]([CH3:13])[CH3:12])([C:4]([CH3:7])([CH3:6])[CH3:5])([CH3:3])[CH3:2]. Given the product [Si:1]([O:8][CH2:9][C@@H:10]([NH:14][C:15]1[C:24]2[C:19](=[CH:20][CH:21]=[CH:22][CH:23]=2)[N:18]=[CH:17][C:16]=1[NH2:25])[CH:11]([CH3:13])[CH3:12])([C:4]([CH3:5])([CH3:6])[CH3:7])([CH3:3])[CH3:2], predict the reactants needed to synthesize it. (4) Given the product [C:24]([OH:25])([C:11]([F:14])([F:13])[F:12])=[O:27].[C:15]1([C:2]2[CH:10]=[C:9]([C:11]([F:14])([F:13])[F:12])[CH:8]=[C:7]3[C:3]=2[CH:4]=[N:5][NH:6]3)[CH:20]=[CH:19][CH:18]=[CH:17][CH:16]=1, predict the reactants needed to synthesize it. The reactants are: Br[C:2]1[CH:10]=[C:9]([C:11]([F:14])([F:13])[F:12])[CH:8]=[C:7]2[C:3]=1[CH:4]=[N:5][NH:6]2.[C:15]1(B(O)O)[CH:20]=[CH:19][CH:18]=[CH:17][CH:16]=1.[C:24](=[O:27])([O-])[O-:25].[Na+].[Na+]. (5) The reactants are: C1N=CN(C(N2C=NC=C2)=O)C=1.[C:13]([O:17][C:18]([N:20]1[CH2:25][CH2:24][CH:23]([CH2:26][CH2:27][C:28]([OH:30])=O)[CH2:22][CH2:21]1)=[O:19])([CH3:16])([CH3:15])[CH3:14].[C:31]([C:34]1[CH:39]=[CH:38][N:37]=[CH:36][CH:35]=1)(=[O:33])[CH3:32].[Li+].CC([N-]C(C)C)C. Given the product [C:13]([O:17][C:18]([N:20]1[CH2:21][CH2:22][CH:23]([CH2:26][CH2:27][C:28](=[O:30])[CH2:32][C:31](=[O:33])[C:34]2[CH:39]=[CH:38][N:37]=[CH:36][CH:35]=2)[CH2:24][CH2:25]1)=[O:19])([CH3:14])([CH3:15])[CH3:16], predict the reactants needed to synthesize it. (6) Given the product [CH2:47]([N:44]1[CH2:43][CH2:42][N:41]([C:33]2[C:34]3[C:39](=[CH:38][CH:37]=[CH:36][CH:35]=3)[CH:40]=[C:31]([C:14]3[CH:13]=[CH:12][C:11]([C@H:8]4[CH2:7][CH2:6][C@@H:5]([O:4][C:1](=[O:3])[CH3:2])[CH2:10][CH2:9]4)=[CH:16][CH:15]=3)[N:32]=2)[CH2:46][CH2:45]1)[CH3:48], predict the reactants needed to synthesize it. The reactants are: [C:1]([O:4][C@H:5]1[CH2:10][CH2:9][C@@H:8]([C:11]2[CH:16]=[CH:15][CH:14]=[CH:13][C:12]=2[Sn](CCCC)(CCCC)CCCC)[CH2:7][CH2:6]1)(=[O:3])[CH3:2].Br[C:31]1[N:32]=[C:33]([N:41]2[CH2:46][CH2:45][N:44]([CH2:47][CH3:48])[CH2:43][CH2:42]2)[C:34]2[C:39]([CH:40]=1)=[CH:38][CH:37]=[CH:36][CH:35]=2. (7) Given the product [CH2:25]([O:24][C@@H:7]1[C@@:6]([CH2:5][OH:4])([CH2:32][O:33][CH2:34][C:35]2[CH:40]=[CH:39][CH:38]=[CH:37][CH:36]=2)[O:10][C@@H:9]([N:11]2[CH:19]=[C:17]([CH3:18])[C:15](=[O:16])[NH:14][C:12]2=[O:13])[C@@H:8]1[OH:20])[C:26]1[CH:27]=[CH:28][CH:29]=[CH:30][CH:31]=1, predict the reactants needed to synthesize it. The reactants are: C([O:4][CH2:5][C@:6]1([CH2:32][O:33][CH2:34][C:35]2[CH:40]=[CH:39][CH:38]=[CH:37][CH:36]=2)[O:10][C@@H:9]([N:11]2[CH:19]=[C:17]([CH3:18])[C:15](=[O:16])[NH:14][C:12]2=[O:13])[C@H:8]([O:20]C(=O)C)[C@@H:7]1[O:24][CH2:25][C:26]1[CH:31]=[CH:30][CH:29]=[CH:28][CH:27]=1)(=O)C.C[O-].[Na+].Cl.